This data is from Reaction yield outcomes from USPTO patents with 853,638 reactions. The task is: Predict the reaction yield, written as a fraction of the theoretical maximum amount of product (1.0 means a 100% yield; for example, 0.34 means a 34% yield). (1) The reactants are Cl.[CH:2]1[C:11]2[CH2:10][CH2:9][CH2:8][C:7](=[O:12])[C:6]=2[CH:5]=[CH:4][N:3]=1.C1C=C[NH+]=CC=1.[Br:19][Br-]Br. The catalyst is C(O)(=O)C. The product is [BrH:19].[Br:19][CH:8]1[CH2:9][CH2:10][C:11]2[CH:2]=[N:3][CH:4]=[CH:5][C:6]=2[C:7]1=[O:12]. The yield is 0.830. (2) The reactants are C[O:2][C:3]([C:5]1([C:8]2[CH:13]=[CH:12][C:11]([C:14]3[CH:19]=[CH:18][C:17]([N:20]4[C:24]([NH:25][C:26]([O:28][C@@H:29]([C:31]5[CH:36]=[CH:35][CH:34]=[CH:33][CH:32]=5)[CH3:30])=[O:27])=[C:23]([CH3:37])[N:22]=[N:21]4)=[CH:16][CH:15]=3)=[CH:10][C:9]=2[F:38])[CH2:7][CH2:6]1)=[O:4].C1COCC1.CO.[OH-].[Na+]. The catalyst is O. The product is [F:38][C:9]1[CH:10]=[C:11]([C:14]2[CH:15]=[CH:16][C:17]([N:20]3[C:24]([NH:25][C:26]([O:28][C@@H:29]([C:31]4[CH:32]=[CH:33][CH:34]=[CH:35][CH:36]=4)[CH3:30])=[O:27])=[C:23]([CH3:37])[N:22]=[N:21]3)=[CH:18][CH:19]=2)[CH:12]=[CH:13][C:8]=1[C:5]1([C:3]([OH:4])=[O:2])[CH2:6][CH2:7]1. The yield is 0.820. (3) The reactants are C(=O)([O-])[O-].[K+].[K+].[CH3:7][N:8]=[C:9]=[O:10].[Cl:11][C:12]1[C:13]([O:22][C:23]2[CH:27]=[C:26]([CH2:28][CH3:29])[NH:25][N:24]=2)=[N:14][CH:15]=[C:16]([C:18]([F:21])([F:20])[F:19])[CH:17]=1.Cl. The catalyst is C(OCC)(=O)C. The product is [CH3:7][NH:8][C:9]([N:25]1[C:26]([CH2:28][CH3:29])=[CH:27][C:23]([O:22][C:13]2[C:12]([Cl:11])=[CH:17][C:16]([C:18]([F:21])([F:20])[F:19])=[CH:15][N:14]=2)=[N:24]1)=[O:10]. The yield is 0.807. (4) The reactants are [CH2:1]1[O:4][C@@H:2]1[CH3:3].[O-]S(C(F)(F)F)(=O)=O.[Yb+3].[O-]S(C(F)(F)F)(=O)=O.[O-]S(C(F)(F)F)(=O)=O.[CH2:30]([NH:32][CH3:33])[CH3:31].[H-].[Na+].[CH2:36]1OCCOCCOCCOCCOC1.[Cl:51][C:52]1[CH:53]=[C:54]([CH:67]=[CH:68][C:69]=1[O:70][CH2:71][C:72]1[CH:77]=[CH:76][CH:75]=[CH:74][N:73]=1)[NH:55][C:56]1[C:65]2[C:60](=[CH:61][CH:62]=[CH:63]C=2F)[N:59]=[CH:58][N:57]=1. The catalyst is O1CCOCC1.C(O)(=O)C. The product is [ClH:51].[ClH:51].[Cl:51][C:52]1[CH:53]=[C:54]([NH:55][C:56]2[C:65]3[C:60](=[CH:61][CH:62]=[CH:63][C:1]=3[O:4][C@H:2]([CH3:3])[CH2:33][N:32]([CH2:30][CH3:31])[CH3:36])[N:59]=[CH:58][N:57]=2)[CH:67]=[CH:68][C:69]=1[O:70][CH2:71][C:72]1[CH:77]=[CH:76][CH:75]=[CH:74][N:73]=1. The yield is 0.180. (5) The reactants are C(O[C:6]([N:8](C)[CH:9]([CH2:15][CH2:16][CH2:17][CH2:18][B:19]1[O:23]C(C)(C)C(C)(C)[O:20]1)[C:10]([O:12]CC)=[O:11])=O)(C)(C)C. The catalyst is Cl. The product is [B:19]([CH2:18][CH2:17][CH2:16][CH2:15][CH:9]([NH:8][CH3:6])[C:10]([OH:12])=[O:11])([OH:23])[OH:20]. The yield is 0.720. (6) The reactants are [F:1][C:2]([F:7])([F:6])[C:3]([OH:5])=[O:4].[Si]([O:15][C@H:16]1[CH2:20][CH2:19][N:18]([CH2:21][C@@H:22]([N:31](C)[C:32](=O)OC(C)(C)C)[C:23]2[CH:28]=[CH:27][CH:26]=[C:25]([O:29][CH3:30])[CH:24]=2)[CH2:17]1)(C(C)(C)C)(C)C. The catalyst is ClCCl. The product is [F:1][C:2]([F:7])([F:6])[C:3]([O-:5])=[O:4].[OH:15][C@H:16]1[CH2:20][CH2:19][N:18]([CH2:21][C@H:22]([C:23]2[CH:28]=[CH:27][CH:26]=[C:25]([O:29][CH3:30])[CH:24]=2)[NH2+:31][CH3:32])[CH2:17]1. The yield is 0.640. (7) The yield is 0.960. The product is [O:18]=[C:9]1[C:10]2[C:15](=[CH:14][CH:13]=[CH:12][CH:11]=2)[C:16](=[O:17])[N:8]1[C:5]1[CH:4]=[CH:3][C:2]([NH:1][C:26]([C:21]2[CH:22]=[CH:23][CH:24]=[CH:25][N:20]=2)=[O:27])=[CH:7][CH:6]=1. The reactants are [NH2:1][C:2]1[CH:7]=[CH:6][C:5]([N:8]2[C:16](=[O:17])[C:15]3[C:10](=[CH:11][CH:12]=[CH:13][CH:14]=3)[C:9]2=[O:18])=[CH:4][CH:3]=1.Cl.[N:20]1[CH:25]=[CH:24][CH:23]=[CH:22][C:21]=1[C:26](Cl)=[O:27].C(N(CC)CC)C.C(=O)(O)[O-].[Na+]. The catalyst is C1COCC1. (8) The reactants are Br[C:2]1[CH:3]=[C:4]([CH:9]=[CH:10][C:11]=1[O:12][CH:13]1[CH2:15][CH2:14]1)[C:5]([O:7][CH3:8])=[O:6].[CH3:16][O:17][C:18]1[CH:23]=[CH:22][C:21]([CH2:24][SH:25])=[CH:20][CH:19]=1.CC1(C)C2C(=C(P(C3C=CC=CC=3)C3C=CC=CC=3)C=CC=2)OC2C(P(C3C=CC=CC=3)C3C=CC=CC=3)=CC=CC1=2.CCN(C(C)C)C(C)C.N#N. The catalyst is C1(C)C=CC=CC=1.C1C=CC(/C=C/C(/C=C/C2C=CC=CC=2)=O)=CC=1.C1C=CC(/C=C/C(/C=C/C2C=CC=CC=2)=O)=CC=1.C1C=CC(/C=C/C(/C=C/C2C=CC=CC=2)=O)=CC=1.[Pd].[Pd]. The product is [CH:13]1([O:12][C:11]2[CH:10]=[CH:9][C:4]([C:5]([O:7][CH3:8])=[O:6])=[CH:3][C:2]=2[S:25][CH2:24][C:21]2[CH:22]=[CH:23][C:18]([O:17][CH3:16])=[CH:19][CH:20]=2)[CH2:15][CH2:14]1. The yield is 0.893. (9) The reactants are [CH3:1][O:2][CH2:3][C:4](=O)[CH2:5][C:6]([O:8]C)=O.C(O)(=O)C.[CH:15]([NH2:17])=[NH:16].C[O-].[Na+]. The catalyst is CO. The product is [CH3:1][O:2][CH2:3][C:4]1[N:17]=[CH:15][N:16]=[C:6]([OH:8])[CH:5]=1. The yield is 0.371. (10) The reactants are [Br:1][C:2]1[CH:7]=[CH:6][C:5]([CH2:8][C:9](Cl)=[O:10])=[C:4]([F:12])[CH:3]=1.[OH-].[NH4+:14]. The catalyst is C1COCC1. The product is [Br:1][C:2]1[CH:7]=[CH:6][C:5]([CH2:8][C:9]([NH2:14])=[O:10])=[C:4]([F:12])[CH:3]=1. The yield is 0.639.